Dataset: Catalyst prediction with 721,799 reactions and 888 catalyst types from USPTO. Task: Predict which catalyst facilitates the given reaction. Reactant: [NH2:1][C:2](=[O:30])[CH2:3][CH:4]1[CH2:9][N:8](C(OCC2C=CC=CC=2)=O)[CH2:7][CH2:6][N:5]1C(OCC1C=CC=CC=1)=O. Product: [NH:5]1[CH2:6][CH2:7][NH:8][CH2:9][CH:4]1[CH2:3][C:2]([NH2:1])=[O:30]. The catalyst class is: 43.